Dataset: Full USPTO retrosynthesis dataset with 1.9M reactions from patents (1976-2016). Task: Predict the reactants needed to synthesize the given product. (1) Given the product [CH2:33]([N:2]1[CH2:3][C:4]2[C:9](=[CH:8][CH:7]=[C:6]([C:10]3[CH:11]=[C:12]4[C:16](=[C:17]([C:19]([NH2:21])=[O:20])[CH:18]=3)[NH:15][CH:14]=[C:13]4[CH:22]3[CH2:27][CH2:26][N:25]([S:28]([CH2:31][CH3:32])(=[O:29])=[O:30])[CH2:24][CH2:23]3)[CH:5]=2)[CH2:1]1)[CH3:34], predict the reactants needed to synthesize it. The reactants are: [CH2:1]1[C:9]2[C:4](=[CH:5][C:6]([C:10]3[CH:11]=[C:12]4[C:16](=[C:17]([C:19]([NH2:21])=[O:20])[CH:18]=3)[NH:15][CH:14]=[C:13]4[CH:22]3[CH2:27][CH2:26][N:25]([S:28]([CH2:31][CH3:32])(=[O:30])=[O:29])[CH2:24][CH2:23]3)=[CH:7][CH:8]=2)[CH2:3][NH:2]1.[CH:33](=O)[CH3:34].C([BH3-])#N.[Na+]. (2) The reactants are: [NH2:1][C:2]1[N:11]=[C:10]([C:12]([N:14]2[CH2:22][C:21]3[C:16](=[CH:17][CH:18]=[CH:19][CH:20]=3)[CH2:15]2)=[O:13])[C:9]2[C:4](=[CH:5][CH:6]=[C:7]([CH2:23][C:24]([O:26][CH2:27][CH3:28])=[O:25])[CH:8]=2)[N:3]=1.Br[CH2:30][CH:31]([CH2:39]Br)[C:32]([O:34][C:35]([CH3:38])([CH3:37])[CH3:36])=[O:33].[H-].[Na+].[Cl-].[NH4+]. Given the product [NH2:1][C:2]1[N:11]=[C:10]([C:12]([N:14]2[CH2:15][C:16]3[C:21](=[CH:20][CH:19]=[CH:18][CH:17]=3)[CH2:22]2)=[O:13])[C:9]2[C:4](=[CH:5][CH:6]=[C:7]([CH:23]([C:24]([O:26][CH2:27][CH3:28])=[O:25])[CH2:39][C:31](=[CH2:30])[C:32]([O:34][C:35]([CH3:38])([CH3:37])[CH3:36])=[O:33])[CH:8]=2)[N:3]=1, predict the reactants needed to synthesize it. (3) The reactants are: [C:1]([O:5][C:6]([N:8]([C:25]1[CH:30]=[CH:29][N:28]=[C:27](Cl)[N:26]=1)[C:9]1[CH:10]=[C:11]2[C:15](=[CH:16][CH:17]=1)[N:14]([C:18]([O:20][C:21]([CH3:24])([CH3:23])[CH3:22])=[O:19])[N:13]=[CH:12]2)=[O:7])([CH3:4])([CH3:3])[CH3:2].CC1(C)C(C)(C)OB([C:40]2[CH:41]=[C:42]([NH:46][C:47]([N:49]3[CH2:54][CH2:53][O:52][CH2:51][CH2:50]3)=[O:48])[CH:43]=[CH:44][CH:45]=2)O1.[F-].[Cs+].CC(OC(OC(OC(C)(C)C)=O)=O)(C)C. Given the product [C:1]([O:5][C:6]([N:8]([C:25]1[CH:30]=[CH:29][N:28]=[C:27]([C:44]2[CH:45]=[CH:40][CH:41]=[C:42]([NH:46][C:47]([N:49]3[CH2:54][CH2:53][O:52][CH2:51][CH2:50]3)=[O:48])[CH:43]=2)[N:26]=1)[C:9]1[CH:10]=[C:11]2[C:15](=[CH:16][CH:17]=1)[N:14]([C:18]([O:20][C:21]([CH3:24])([CH3:23])[CH3:22])=[O:19])[N:13]=[CH:12]2)=[O:7])([CH3:4])([CH3:3])[CH3:2], predict the reactants needed to synthesize it.